Dataset: Catalyst prediction with 721,799 reactions and 888 catalyst types from USPTO. Task: Predict which catalyst facilitates the given reaction. (1) The catalyst class is: 21. Reactant: [F:1][C:2]1[CH:3]=[CH:4][C:5]([SH:13])=[C:6]([CH:12]=1)[C:7]([O:9][CH2:10][CH3:11])=[O:8].F[C:15]1[CH:20]=[CH:19][CH:18]=[CH:17][C:16]=1[N+:21]([O-:23])=[O:22].C([O-])([O-])=O.[K+].[K+]. Product: [F:1][C:2]1[CH:3]=[CH:4][C:5]([S:13][C:15]2[CH:20]=[CH:19][CH:18]=[CH:17][C:16]=2[N+:21]([O-:23])=[O:22])=[C:6]([CH:12]=1)[C:7]([O:9][CH2:10][CH3:11])=[O:8]. (2) Reactant: [CH3:1][O:2][C:3](=[O:26])[C@H:4]([CH2:22][CH2:23][S:24][CH3:25])[NH:5][C:6](=[O:21])[C:7]1[CH:12]=[CH:11][C:10]([NH2:13])=[CH:9][C:8]=1[C:14]1[CH:19]=[CH:18][CH:17]=[CH:16][C:15]=1[CH3:20].Cl.[C:28](Cl)(=[O:35])[C:29]1[CH:34]=[CH:33][CH:32]=[N:31][CH:30]=1.C([O-])(O)=O.[Na+]. Product: [CH3:1][O:2][C:3](=[O:26])[C@H:4]([CH2:22][CH2:23][S:24][CH3:25])[NH:5][C:6](=[O:21])[C:7]1[CH:12]=[CH:11][C:10]([NH:13][C:28]([C:29]2[CH:30]=[N:31][CH:32]=[CH:33][CH:34]=2)=[O:35])=[CH:9][C:8]=1[C:14]1[CH:19]=[CH:18][CH:17]=[CH:16][C:15]=1[CH3:20]. The catalyst class is: 2. (3) Reactant: [C:1]([O:5][C:6]([NH:8][CH2:9][C:10]1[CH:15]=[CH:14][C:13](B(O)O)=[CH:12][CH:11]=1)=[O:7])([CH3:4])([CH3:3])[CH3:2].[Cl:19][CH:20]([Cl:36])[C:21]([NH:23][C@H:24]([CH2:34][F:35])[C@H:25]([OH:33])[C:26]1[CH:31]=[CH:30][C:29](I)=[CH:28][CH:27]=1)=[O:22]. Product: [C:1]([O:5][C:6](=[O:7])[NH:8][CH2:9][C:10]1[CH:15]=[CH:14][C:13]([C:29]2[CH:30]=[CH:31][C:26]([C@@H:25]([OH:33])[C@H:24]([NH:23][C:21](=[O:22])[CH:20]([Cl:19])[Cl:36])[CH2:34][F:35])=[CH:27][CH:28]=2)=[CH:12][CH:11]=1)([CH3:4])([CH3:3])[CH3:2]. The catalyst class is: 70. (4) Reactant: [NH2:1][C:2]1[C:3]([C:14]2[CH:45]=[CH:44][C:17]([C:18]([NH:20][C@@H:21]([C:37]3[CH:42]=[CH:41][CH:40]=[C:39]([Cl:43])[CH:38]=3)[CH2:22][N:23]([CH3:36])S(C3C=CC=CC=3[N+]([O-])=O)(=O)=O)=[O:19])=[C:16]([F:46])[CH:15]=2)=[N:4][C:5]([CH:8]2[CH2:13][CH2:12][O:11][CH2:10][CH2:9]2)=[CH:6][N:7]=1.SC1C=CC(C(O)=O)=CC=1.C([O-])([O-])=O.[K+].[K+].O. Product: [NH2:1][C:2]1[C:3]([C:14]2[CH:45]=[CH:44][C:17]([C:18]([NH:20][C@@H:21]([C:37]3[CH:42]=[CH:41][CH:40]=[C:39]([Cl:43])[CH:38]=3)[CH2:22][NH:23][CH3:36])=[O:19])=[C:16]([F:46])[CH:15]=2)=[N:4][C:5]([CH:8]2[CH2:13][CH2:12][O:11][CH2:10][CH2:9]2)=[CH:6][N:7]=1. The catalyst class is: 3. (5) Reactant: CN(C(ON1N=NC2C=CC=NC1=2)=[N+](C)C)C.F[P-](F)(F)(F)(F)F.C(N(C(C)C)CC)(C)C.[C:34]([O:38][C:39](=[O:46])[NH:40][C@@H:41]1[CH2:45][CH2:44][NH:43][CH2:42]1)([CH3:37])([CH3:36])[CH3:35].[Br:47][C:48]1[CH:49]=[N:50][C:51]([N:54]2[C:62]3[C:57](=[CH:58][CH:59]=[C:60]([C:63](O)=[O:64])[CH:61]=3)[C:56]([S:66][CH3:67])=[CH:55]2)=[N:52][CH:53]=1. Product: [Br:47][C:48]1[CH:49]=[N:50][C:51]([N:54]2[C:62]3[C:57](=[CH:58][CH:59]=[C:60]([C:63]([N:43]4[CH2:44][CH2:45][C@@H:41]([NH:40][C:39](=[O:46])[O:38][C:34]([CH3:37])([CH3:35])[CH3:36])[CH2:42]4)=[O:64])[CH:61]=3)[C:56]([S:66][CH3:67])=[CH:55]2)=[N:52][CH:53]=1. The catalyst class is: 3. (6) Reactant: [CH:1]1([C:4]([N:6]2[CH2:10][CH2:9][C@H:8]([NH:11]C(=O)OC(C)(C)C)[CH2:7]2)=[O:5])[CH2:3][CH2:2]1.C(Cl)[Cl:20]. Product: [ClH:20].[NH2:11][C@H:8]1[CH2:9][CH2:10][N:6]([C:4]([CH:1]2[CH2:2][CH2:3]2)=[O:5])[CH2:7]1. The catalyst class is: 89. (7) Reactant: S(Cl)([Cl:3])=O.[Br:5][C:6]1[N:7]=[CH:8][N:9]([C:14]2[CH:19]=[CH:18][C:17]([CH3:20])=[CH:16][C:15]=2[CH3:21])[C:10]=1[C:11](O)=[O:12]. Product: [ClH:3].[Br:5][C:6]1[N:7]=[CH:8][N:9]([C:14]2[CH:19]=[CH:18][C:17]([CH3:20])=[CH:16][C:15]=2[CH3:21])[C:10]=1[C:11]([Cl:3])=[O:12]. The catalyst class is: 3. (8) Reactant: C(OC([N:8]1[CH2:13][CH2:12][C:11]2[N:14]([CH3:56])[C:15]([C:17]3[C:22]([C:23]#[C:24][C:25]4[CH:30]=[CH:29][CH:28]=[C:27]([CH2:31][C:32](=[O:53])[NH:33][C:34]5[CH:39]=[CH:38][C:37]([CH2:40][N:41]6[CH2:46][CH2:45][N:44]([CH2:47][CH3:48])[CH2:43][CH2:42]6)=[C:36]([C:49]([F:52])([F:51])[F:50])[CH:35]=5)[CH:26]=4)=[CH:21][N:20]=[C:19]([NH:54][CH3:55])[CH:18]=3)=[CH:16][C:10]=2[C:9]1=[O:57])=O)(C)(C)C.C(O)(C(F)(F)F)=O. Product: [CH2:47]([N:44]1[CH2:45][CH2:46][N:41]([CH2:40][C:37]2[CH:38]=[CH:39][C:34]([NH:33][C:32](=[O:53])[CH2:31][C:27]3[CH:28]=[CH:29][CH:30]=[C:25]([C:24]#[C:23][C:22]4[CH:21]=[N:20][C:19]([NH:54][CH3:55])=[CH:18][C:17]=4[C:15]4[N:14]([CH3:56])[C:11]5[CH2:12][CH2:13][NH:8][C:9](=[O:57])[C:10]=5[CH:16]=4)[CH:26]=3)=[CH:35][C:36]=2[C:49]([F:52])([F:51])[F:50])[CH2:42][CH2:43]1)[CH3:48]. The catalyst class is: 2. (9) Reactant: [Si]([O:8][CH2:9][C:10]1([CH3:39])[S:16][CH2:15][CH2:14][N:13]2[C:17]([C:20]3([C:23]4[CH:28]=[CH:27][C:26]([C:29]5[CH:34]=[CH:33][C:32]([C:35]([F:38])([F:37])[F:36])=[CH:31][N:30]=5)=[CH:25][CH:24]=4)[CH2:22][CH2:21]3)=[N:18][N:19]=[C:12]2[CH2:11]1)(C(C)(C)C)(C)C.Cl. Product: [CH3:39][C:10]1([CH2:9][OH:8])[S:16][CH2:15][CH2:14][N:13]2[C:17]([C:20]3([C:23]4[CH:28]=[CH:27][C:26]([C:29]5[CH:34]=[CH:33][C:32]([C:35]([F:38])([F:37])[F:36])=[CH:31][N:30]=5)=[CH:25][CH:24]=4)[CH2:21][CH2:22]3)=[N:18][N:19]=[C:12]2[CH2:11]1. The catalyst class is: 5.